Task: Regression/Classification. Given a drug SMILES string, predict its toxicity properties. Task type varies by dataset: regression for continuous values (e.g., LD50, hERG inhibition percentage) or binary classification for toxic/non-toxic outcomes (e.g., AMES mutagenicity, cardiotoxicity, hepatotoxicity). Dataset: ld50_zhu.. Dataset: Acute oral toxicity (LD50) regression data from Zhu et al. (1) The compound is CCCOc1c(Cl)c(Cl)c(Cl)c(Cl)c1Cl. The rat oral LD50 is 2.86, given as -log10 of the dose in mol/kg body weight (higher means more acutely toxic). (2) The compound is COc1ccc(C2=NCOCS2)cc1. The rat oral LD50 is 2.37, given as -log10 of the dose in mol/kg body weight (higher means more acutely toxic).